Dataset: Full USPTO retrosynthesis dataset with 1.9M reactions from patents (1976-2016). Task: Predict the reactants needed to synthesize the given product. (1) The reactants are: [CH2:1]([C:8]1[C:13](I)=[CH:12][CH:11]=[C:10]([N:15]2[CH2:19][C@@H:18]([O:20][CH3:21])[C@H:17]([OH:22])[CH2:16]2)[N:9]=1)[C:2]1[CH:7]=[CH:6][CH:5]=[CH:4][CH:3]=1.C([N:30]1[CH2:34][CH2:33][CH:32]([O:35][CH2:36][C:37]#[CH:38])[CH2:31]1)C1C=CC=CC=1.C(N(CC)CC)C.N. Given the product [CH2:1]([C:8]1[C:13]([CH2:38][CH2:37][CH2:36][O:35][CH:32]2[CH2:33][CH2:34][NH:30][CH2:31]2)=[CH:12][CH:11]=[C:10]([N:15]2[CH2:19][C@@H:18]([O:20][CH3:21])[C@H:17]([OH:22])[CH2:16]2)[N:9]=1)[C:2]1[CH:7]=[CH:6][CH:5]=[CH:4][CH:3]=1, predict the reactants needed to synthesize it. (2) Given the product [F:38][C:35]1([F:37])[O:34][C:33]2[CH:39]=[CH:40][C:30]([C:27]3([C:25]([NH:24][C:22]4[CH:21]=[CH:20][C:19]([CH3:41])=[C:18]([C:9]5[CH:14]=[CH:13][CH:12]=[C:11]([OH:15])[CH:10]=5)[N:23]=4)=[O:26])[CH2:29][CH2:28]3)=[CH:31][C:32]=2[O:36]1, predict the reactants needed to synthesize it. The reactants are: CC1(C)C(C)(C)OB([C:9]2[CH:10]=[C:11]([OH:15])[CH:12]=[CH:13][CH:14]=2)O1.Cl[C:18]1[N:23]=[C:22]([NH:24][C:25]([C:27]2([C:30]3[CH:40]=[CH:39][C:33]4[O:34][C:35]([F:38])([F:37])[O:36][C:32]=4[CH:31]=3)[CH2:29][CH2:28]2)=[O:26])[CH:21]=[CH:20][C:19]=1[CH3:41]. (3) Given the product [CH:41]1[C:53]2[CH:52]([CH2:54][O:55][C:56]([N:58]3[CH2:63][CH2:62][CH2:61][CH:60]([NH:64][C:65]4[C:70]([NH:71][C:5](=[O:7])[CH2:4][CH:1]5[CH2:2][CH2:3]5)=[CH:69][N:68]=[C:67]5[N:72]([S:75]([C:78]6[CH:79]=[CH:80][CH:81]=[CH:82][CH:83]=6)(=[O:77])=[O:76])[CH:73]=[CH:74][C:66]=45)[CH2:59]3)=[O:57])[C:51]3[C:46](=[CH:47][CH:48]=[CH:49][CH:50]=3)[C:45]=2[CH:44]=[CH:43][CH:42]=1, predict the reactants needed to synthesize it. The reactants are: [CH:1]1([CH2:4][C:5]([OH:7])=O)[CH2:3][CH2:2]1.CN(C(ON1N=NC2C=CC=NC1=2)=[N+](C)C)C.F[P-](F)(F)(F)(F)F.C(N(C(C)C)CC)(C)C.[CH:41]1[C:53]2[CH:52]([CH2:54][O:55][C:56]([N:58]3[CH2:63][CH2:62][CH2:61][CH:60]([NH:64][C:65]4[C:70]([NH2:71])=[CH:69][N:68]=[C:67]5[N:72]([S:75]([C:78]6[CH:83]=[CH:82][CH:81]=[CH:80][CH:79]=6)(=[O:77])=[O:76])[CH:73]=[CH:74][C:66]=45)[CH2:59]3)=[O:57])[C:51]3[C:46](=[CH:47][CH:48]=[CH:49][CH:50]=3)[C:45]=2[CH:44]=[CH:43][CH:42]=1. (4) Given the product [CH3:17][O:16][C:14]([C:12]1[CH:11]=[C:7]([CH:6]=[C:5]([C:3]([O:2][CH3:1])=[O:4])[CH:13]=1)[C:8]([OH:10])=[O:9])=[O:15].[OH:18][N:19]1[C:23](=[O:24])[CH2:22][CH2:21][C:20]1=[O:25], predict the reactants needed to synthesize it. The reactants are: [CH3:1][O:2][C:3]([C:5]1[CH:6]=[C:7]([CH:11]=[C:12]([C:14]([O:16][CH3:17])=[O:15])[CH:13]=1)[C:8]([OH:10])=[O:9])=[O:4].[OH:18][N:19]1[C:23](=[O:24])[CH2:22][CH2:21][C:20]1=[O:25].C1(N=C=NC2CCCCC2)CCCCC1. (5) Given the product [F:1][C:2]1[CH:7]=[C:6]([F:8])[CH:5]=[C:4]([OH:9])[C:3]=1[CH:17]=[O:18], predict the reactants needed to synthesize it. The reactants are: [F:1][C:2]1[CH:3]=[C:4]([OH:9])[CH:5]=[C:6]([F:8])[CH:7]=1.CCN(CC)CC.[CH2:17]=[O:18].Cl.